This data is from Reaction yield outcomes from USPTO patents with 853,638 reactions. The task is: Predict the reaction yield, written as a fraction of the theoretical maximum amount of product (1.0 means a 100% yield; for example, 0.34 means a 34% yield). (1) The reactants are [CH3:1][O:2][C:3]1[CH:8]=[CH:7][C:6]([N:9]2[C:13]3[C:14](=[O:31])[N:15]([C:18]4[CH:23]=[CH:22][C:21]([N:24]5[CH:29]=[CH:28][CH:27]=[CH:26][C:25]5=[O:30])=[CH:20][CH:19]=4)[CH2:16][CH2:17][C:12]=3[C:11]([C:32]([O:34]CC)=[O:33])=[N:10]2)=[CH:5][CH:4]=1.[OH-].[Li+].CO.Cl. The catalyst is O.C1COCC1. The product is [CH3:1][O:2][C:3]1[CH:8]=[CH:7][C:6]([N:9]2[C:13]3[C:14](=[O:31])[N:15]([C:18]4[CH:19]=[CH:20][C:21]([N:24]5[CH:29]=[CH:28][CH:27]=[CH:26][C:25]5=[O:30])=[CH:22][CH:23]=4)[CH2:16][CH2:17][C:12]=3[C:11]([C:32]([OH:34])=[O:33])=[N:10]2)=[CH:5][CH:4]=1. The yield is 0.790. (2) The reactants are [Cl:1][C:2]1[CH:23]=[CH:22][C:5]([CH2:6][N:7]2[CH:12]=[C:11]([C:13]3[CH:18]=[CH:17][C:16]([CH2:19][OH:20])=[CH:15][CH:14]=3)[CH:10]=[CH:9][C:8]2=[O:21])=[CH:4][CH:3]=1.I[CH2:25][CH3:26]. No catalyst specified. The product is [Cl:1][C:2]1[CH:3]=[CH:4][C:5]([CH2:6][N:7]2[CH:12]=[C:11]([C:13]3[CH:18]=[CH:17][C:16]([CH2:19][O:20][CH2:25][CH3:26])=[CH:15][CH:14]=3)[CH:10]=[CH:9][C:8]2=[O:21])=[CH:22][CH:23]=1. The yield is 0.410. (3) The reactants are [CH2:1]([CH:3]1[C:16]2[C:11](=[CH:12][CH:13]=[CH:14][CH:15]=2)[C:10]2[CH:9]=[C:8]([C:17]3[CH:22]=[CH:21][CH:20]=[C:19]([O:23]C)[CH:18]=3)[CH:7]=[CH:6][C:5]=2[N:4]1[S:25]([C:28]1[CH:33]=[CH:32][C:31]([OH:34])=[CH:30][CH:29]=1)(=[O:27])=[O:26])[CH3:2].C1CCCCC=1.B(Br)(Br)Br. The catalyst is ClCCl. The product is [CH2:1]([CH:3]1[C:16]2[C:11](=[CH:12][CH:13]=[CH:14][CH:15]=2)[C:10]2[CH:9]=[C:8]([C:17]3[CH:18]=[C:19]([OH:23])[CH:20]=[CH:21][CH:22]=3)[CH:7]=[CH:6][C:5]=2[N:4]1[S:25]([C:28]1[CH:29]=[CH:30][C:31]([OH:34])=[CH:32][CH:33]=1)(=[O:27])=[O:26])[CH3:2]. The yield is 0.760.